Task: Predict the product of the given reaction.. Dataset: Forward reaction prediction with 1.9M reactions from USPTO patents (1976-2016) (1) Given the reactants Br[C:2]1[CH:3]=[CH:4][C:5]([C:8]([O:10][CH2:11][CH3:12])=[O:9])=[N:6][CH:7]=1.[Na].[CH3:14][CH2:15][OH:16], predict the reaction product. The product is: [CH2:15]([O:16][C:2]1[CH:3]=[CH:4][C:5]([C:8]([O:10][CH2:11][CH3:12])=[O:9])=[N:6][CH:7]=1)[CH3:14]. (2) Given the reactants [C:1]([O:5][C:6](=[O:35])[NH:7][C@H:8]1[CH2:23][CH2:22][CH2:21][CH:20]=[CH:19][CH2:18][CH2:17][C@@H:16]([CH3:24])[CH2:15][C@@H:14]([C@@H:25]2[CH2:29][C@@H:28]([CH3:30])[C:27](=[O:31])[O:26]2)[NH:13][C:12](=[O:32])[C@H:11]([CH3:33])[NH:10][C:9]1=[O:34])([CH3:4])([CH3:3])[CH3:2], predict the reaction product. The product is: [C:1]([O:5][C:6](=[O:35])[NH:7][C@H:8]1[CH2:23][CH2:22][CH2:21][CH:20]=[CH:19][CH2:18][CH2:17][C@@H:16]([CH3:24])[CH2:15][C@@H:14]([C@@H:25]([OH:26])[CH2:29][C@H:28]([C:27](=[O:31])[NH:7][CH2:8][CH2:23][CH2:22][CH3:21])[CH3:30])[NH:13][C:12](=[O:32])[C@H:11]([CH3:33])[NH:10][C:9]1=[O:34])([CH3:4])([CH3:3])[CH3:2]. (3) Given the reactants Cl[C:2]1[C:7]([C:8]2[CH:13]=[CH:12][C:11]([CH3:14])=[CH:10][CH:9]=2)=[C:6]([Cl:15])[N:5]=[C:4]([C:16]2[CH:21]=[CH:20][N:19]=[CH:18][CH:17]=2)[N:3]=1.[K].[C:23]1([CH2:29][CH2:30][S:31]([NH2:34])(=[O:33])=[O:32])[CH:28]=[CH:27][CH:26]=[CH:25][CH:24]=1.CCN(C(C)C)C(C)C, predict the reaction product. The product is: [Cl:15][C:6]1[N:5]=[C:4]([C:16]2[CH:21]=[CH:20][N:19]=[CH:18][CH:17]=2)[N:3]=[C:2]([NH:34][S:31]([CH2:30][CH2:29][C:23]2[CH:28]=[CH:27][CH:26]=[CH:25][CH:24]=2)(=[O:32])=[O:33])[C:7]=1[C:8]1[CH:13]=[CH:12][C:11]([CH3:14])=[CH:10][CH:9]=1. (4) Given the reactants [F:1][C:2]1[CH:3]=[CH:4][C:5]([O:10][C:11]2[CH:16]=[CH:15][C:14]([F:17])=[CH:13][CH:12]=2)=[C:6]([CH:9]=1)[CH:7]=O.[Li+].C[Si]([N-:23][Si](C)(C)C)(C)C.[C:28](Cl)(=[O:30])[CH3:29].Cl[Si:33]([CH3:36])([CH3:35])[CH3:34], predict the reaction product. The product is: [F:1][C:2]1[CH:3]=[CH:4][C:5]([O:10][C:11]2[CH:16]=[CH:15][C:14]([F:17])=[CH:13][CH:12]=2)=[C:6]([CH:7]=[N:23][C:28]([O:30][Si:33]([CH3:36])([CH3:35])[CH3:34])=[CH2:29])[CH:9]=1. (5) Given the reactants Br.[NH2:2][C:3]1[C:4]([OH:17])=[C:5]([C:9]2[O:13][C:12]([C:14]([OH:16])=[O:15])=[CH:11][CH:10]=2)[CH:6]=[CH:7][CH:8]=1.[N:18]([O-])=O.[Na+].[CH3:22][C:23]1([CH3:39])[C:31]2[C:26](=[CH:27][CH:28]=[C:29]([N:32]3[C:36](=[O:37])[CH2:35][C:34]([CH3:38])=[N:33]3)[CH:30]=2)[CH2:25][CH2:24]1.C(=O)(O)[O-].[Na+], predict the reaction product. The product is: [CH3:22][C:23]1([CH3:39])[C:31]2[C:26](=[CH:27][CH:28]=[C:29]([N:32]3[C:36](=[O:37])[C:35](=[N:18][NH:2][C:3]4[C:4]([OH:17])=[C:5]([C:9]5[O:13][C:12]([C:14]([OH:16])=[O:15])=[CH:11][CH:10]=5)[CH:6]=[CH:7][CH:8]=4)[C:34]([CH3:38])=[N:33]3)[CH:30]=2)[CH2:25][CH2:24]1. (6) Given the reactants [Br:1][C:2]1[N:7]=[CH:6][C:5](/[C:8](=[N:11]/[S:12]([C:14]([CH3:17])([CH3:16])[CH3:15])=[O:13])/[CH2:9][CH3:10])=[CH:4][CH:3]=1.CCC(C)[BH-](C(C)CC)C(C)CC.[Li+].[BH4-].[Li+], predict the reaction product. The product is: [Br:1][C:2]1[N:7]=[CH:6][C:5]([C@@H:8]([NH:11][S:12]([C:14]([CH3:15])([CH3:17])[CH3:16])=[O:13])[CH2:9][CH3:10])=[CH:4][CH:3]=1. (7) Given the reactants [N:1]1[N:5]2[CH:6]=[CH:7][CH:8]=[N:9][C:4]2=[C:3]([C:10]([OH:12])=O)[CH:2]=1.[Br:13][C:14]1[C:15]([NH2:20])=[N:16][N:17]([CH3:19])[CH:18]=1.C(N(CC)C(C)C)(C)C, predict the reaction product. The product is: [Br:13][C:14]1[C:15]([NH:20][C:10]([C:3]2[CH:2]=[N:1][N:5]3[CH:6]=[CH:7][CH:8]=[N:9][C:4]=23)=[O:12])=[N:16][N:17]([CH3:19])[CH:18]=1. (8) Given the reactants [H-].[Al+3].[Li+].[H-].[H-].[H-].[Br:7][C:8]1[CH:13]=[CH:12][C:11]([CH2:14][CH2:15][S:16]([NH:19][C:20]2[CH:28]=[CH:27][C:23]([C:24](O)=[O:25])=[CH:22][C:21]=2[S:29](=[O:32])(=[O:31])[NH2:30])(=[O:18])=[O:17])=[CH:10][CH:9]=1, predict the reaction product. The product is: [Br:7][C:8]1[CH:13]=[CH:12][C:11]([CH2:14][CH2:15][S:16]([NH:19][C:20]2[CH:28]=[CH:27][C:23]([CH2:24][OH:25])=[CH:22][C:21]=2[S:29]([NH2:30])(=[O:32])=[O:31])(=[O:17])=[O:18])=[CH:10][CH:9]=1. (9) Given the reactants [Cl:1][C:2]1[C:6](=[O:7])[N:5]([C:8]2[CH:13]=[CH:12][C:11]([Cl:14])=[C:10]([Cl:15])[CH:9]=2)[C:4](=[O:16])[C:3]=1[C:17]1[CH:22]=[CH:21][C:20]([NH:23]C(=O)OC(C)(C)C)=[CH:19][CH:18]=1.FC(F)(F)C(O)=O, predict the reaction product. The product is: [NH2:23][C:20]1[CH:21]=[CH:22][C:17]([C:3]2[C:4](=[O:16])[N:5]([C:8]3[CH:13]=[CH:12][C:11]([Cl:14])=[C:10]([Cl:15])[CH:9]=3)[C:6](=[O:7])[C:2]=2[Cl:1])=[CH:18][CH:19]=1. (10) Given the reactants [CH:1]1([O:6][C:7](=[O:27])[C@@H:8]([NH:19][C:20]([O:22][C:23]([CH3:26])([CH3:25])[CH3:24])=[O:21])[CH2:9][CH2:10][O:11][Si](C(C)(C)C)(C)C)[CH2:5][CH2:4][CH2:3][CH2:2]1.C(OCC)(=O)C, predict the reaction product. The product is: [CH:1]1([O:6][C:7](=[O:27])[C@@H:8]([NH:19][C:20]([O:22][C:23]([CH3:25])([CH3:24])[CH3:26])=[O:21])[CH2:9][CH2:10][OH:11])[CH2:5][CH2:4][CH2:3][CH2:2]1.